From a dataset of Forward reaction prediction with 1.9M reactions from USPTO patents (1976-2016). Predict the product of the given reaction. (1) Given the reactants [NH:1]1[CH2:6][CH2:5][CH2:4][CH2:3][CH:2]1[CH2:7][OH:8].CN(C=O)C.N1C=CN=C1.[Si:19](Cl)([C:22]([CH3:25])([CH3:24])[CH3:23])([CH3:21])[CH3:20], predict the reaction product. The product is: [Si:19]([O:8][CH2:7][CH:2]1[CH2:3][CH2:4][CH2:5][CH2:6][NH:1]1)([C:22]([CH3:25])([CH3:24])[CH3:23])([CH3:21])[CH3:20]. (2) Given the reactants [NH2:1][C:2]1[CH:6]=[CH:5][NH:4][N:3]=1.Br[CH2:8][C:9](=O)[C:10]([O:12][CH2:13][CH3:14])=[O:11], predict the reaction product. The product is: [NH:3]1[C:2]2[NH:1][C:9]([C:10]([O:12][CH2:13][CH3:14])=[O:11])=[CH:8][C:6]=2[CH:5]=[N:4]1.